This data is from Full USPTO retrosynthesis dataset with 1.9M reactions from patents (1976-2016). The task is: Predict the reactants needed to synthesize the given product. (1) Given the product [S:10]=[C:24]1[CH:30]([NH:31][C:32](=[O:41])[O:33][CH2:34][C:35]2[CH:40]=[CH:39][CH:38]=[CH:37][CH:36]=2)[CH2:29][CH2:28][C:27]2[CH:42]=[CH:43][CH:44]=[CH:45][C:26]=2[NH:25]1, predict the reactants needed to synthesize it. The reactants are: COC1C=CC(P2(SP(C3C=CC(OC)=CC=3)(=S)S2)=[S:10])=CC=1.O=[C:24]1[C@H:30]([NH:31][C:32](=[O:41])[O:33][CH2:34][C:35]2[CH:40]=[CH:39][CH:38]=[CH:37][CH:36]=2)[CH2:29][CH2:28][C:27]2[CH:42]=[CH:43][CH:44]=[CH:45][C:26]=2[NH:25]1. (2) Given the product [CH3:1][O:2][C:3]1[CH:4]=[C:5]2[C:9](=[CH:10][CH:11]=1)[NH:8][C:7]([CH:12]=[O:13])=[CH:6]2, predict the reactants needed to synthesize it. The reactants are: [CH3:1][O:2][C:3]1[CH:4]=[C:5]2[C:9](=[CH:10][CH:11]=1)[NH:8][C:7]([C:12](O)=[O:13])=[CH:6]2.C(OCC)(=O)C. (3) Given the product [Cl:20][C:17]1[CH:18]=[CH:19][C:14]([CH2:13][N:10]2[C:11](=[O:12])[C:6]([C:4]([O:3][CH2:1][CH3:2])=[O:5])=[CH:7][N:8]=[C:9]2[NH:35][C:34]2[CH:33]=[CH:32][C:31]([O:30][CH2:29][C:28]3[CH:38]=[CH:39][C:25]([O:24][CH3:23])=[CH:26][CH:27]=3)=[CH:37][CH:36]=2)=[CH:15][CH:16]=1, predict the reactants needed to synthesize it. The reactants are: [CH2:1]([O:3][C:4]([C:6]1[C:11](=[O:12])[N:10]([CH2:13][C:14]2[CH:19]=[CH:18][C:17]([Cl:20])=[CH:16][CH:15]=2)[C:9](SC)=[N:8][CH:7]=1)=[O:5])[CH3:2].[CH3:23][O:24][C:25]1[CH:39]=[CH:38][C:28]([CH2:29][O:30][C:31]2[CH:37]=[CH:36][C:34]([NH2:35])=[CH:33][CH:32]=2)=[CH:27][CH:26]=1.C(O)(C)(C)C.C(=O)([O-])O.[Na+]. (4) Given the product [F:10][C:7]([F:8])([F:9])[C:6]([N:24]1[CH2:23][CH2:22][CH:21]([CH2:20][C:19]2[CH:18]=[CH:17][C:16]([C:14]#[N:15])=[CH:28][CH:27]=2)[CH2:26][CH2:25]1)=[O:11], predict the reactants needed to synthesize it. The reactants are: [F:8][C:7]([F:10])([F:9])[C:6](O[C:6](=[O:11])[C:7]([F:10])([F:9])[F:8])=[O:11].[C:14]([C:16]1[CH:28]=[CH:27][C:19]([CH2:20][CH:21]2[CH2:26][CH2:25][NH:24][CH2:23][CH2:22]2)=[CH:18][CH:17]=1)#[N:15].